This data is from Reaction yield outcomes from USPTO patents with 853,638 reactions. The task is: Predict the reaction yield, written as a fraction of the theoretical maximum amount of product (1.0 means a 100% yield; for example, 0.34 means a 34% yield). The reactants are [Cl:1][C:2]1[CH:3]=[CH:4][C:5]2[O:9][C:8]([C:10]3[CH:11]=[CH:12][C:13]([NH:17][CH2:18][CH2:19][CH3:20])=[C:14]([CH:16]=3)[NH2:15])=[N:7][C:6]=2[CH:21]=1.Cl.[C:23](=N)(OC)[CH3:24].C(=O)([O-])O.[Na+]. The catalyst is C(O)C. The product is [Cl:1][C:2]1[CH:3]=[CH:4][C:5]2[O:9][C:8]([C:10]3[CH:11]=[CH:12][C:13]4[N:17]([CH2:18][CH2:19][CH3:20])[C:23]([CH3:24])=[N:15][C:14]=4[CH:16]=3)=[N:7][C:6]=2[CH:21]=1. The yield is 0.720.